From a dataset of Forward reaction prediction with 1.9M reactions from USPTO patents (1976-2016). Predict the product of the given reaction. (1) Given the reactants [CH2:1]([O:8][N:9]=[C:10]([C:17]1[CH:22]=[CH:21][CH:20]=[CH:19][CH:18]=1)[C:11]1[CH:16]=[CH:15][CH:14]=[CH:13][CH:12]=1)[C:2]1[CH:7]=[CH:6][CH:5]=[CH:4][CH:3]=1.[BH3-]C#N.[Na+], predict the reaction product. The product is: [CH2:1]([O:8][NH:9][CH:10]([C:17]1[CH:22]=[CH:21][CH:20]=[CH:19][CH:18]=1)[C:11]1[CH:12]=[CH:13][CH:14]=[CH:15][CH:16]=1)[C:2]1[CH:3]=[CH:4][CH:5]=[CH:6][CH:7]=1. (2) Given the reactants [CH2:1]([S:6][C:7]1[S:8][C:9]2[CH:15]=[C:14]([S:16]([NH:19][C@H:20]([CH3:24])[C:21](O)=[O:22])(=[O:18])=[O:17])[CH:13]=[CH:12][C:10]=2[N:11]=1)[CH2:2][CH2:3][CH2:4][CH3:5].C(Cl)(=O)C([Cl:28])=O.CN(C=O)C, predict the reaction product. The product is: [CH2:1]([S:6][C:7]1[S:8][C:9]2[CH:15]=[C:14]([S:16]([NH:19][C@H:20]([CH3:24])[C:21]([Cl:28])=[O:22])(=[O:18])=[O:17])[CH:13]=[CH:12][C:10]=2[N:11]=1)[CH2:2][CH2:3][CH2:4][CH3:5]. (3) Given the reactants [C:1]([C:5]1[N:6]=[C:7]([NH:10][C:11]([C:13]2[CH:40]=[CH:39][N:16]3[C:17](=[O:38])[C:18](/[CH:29]=[CH:30]/[C:31]([O:33][C:34]([CH3:37])([CH3:36])[CH3:35])=[O:32])=[C:19]([N:21]4[CH2:26][CH2:25][CH:24]([OH:27])[CH:23]([OH:28])[CH2:22]4)[N:20]=[C:15]3[CH:14]=2)=[O:12])[S:8][CH:9]=1)([CH3:4])([CH3:3])[CH3:2].ClC(Cl)(Cl)C([N:45]=[C:46]=[O:47])=O.[N-:50]=[C:51]=[O:52], predict the reaction product. The product is: [C:1]([C:5]1[N:6]=[C:7]([NH:10][C:11]([C:13]2[CH:40]=[CH:39][N:16]3[C:17](=[O:38])[C:18](/[CH:29]=[CH:30]/[C:31]([O:33][C:34]([CH3:37])([CH3:36])[CH3:35])=[O:32])=[C:19]([N:21]4[CH2:26][CH2:25][CH:24]([O:27][C:51]([NH2:50])=[O:52])[CH:23]([O:28][C:46]([NH2:45])=[O:47])[CH2:22]4)[N:20]=[C:15]3[CH:14]=2)=[O:12])[S:8][CH:9]=1)([CH3:4])([CH3:2])[CH3:3]. (4) Given the reactants [CH2:1]([N:5]1[CH:10]=[C:9]([CH3:11])[CH:8]=[C:7]([OH:12])[C:6]1=[S:13])[CH2:2][CH2:3][CH3:4].[H-].[Na+].[CH3:16][N:17]([CH:19]=[O:20])C, predict the reaction product. The product is: [O:20]1[C:6]2[CH:7]=[CH:8][CH:9]=[CH:10][C:16]=2[N:17]=[C:19]1[O:12][C:7]1[C:6](=[S:13])[N:5]([CH2:1][CH2:2][CH2:3][CH3:4])[CH:10]=[C:9]([CH3:11])[CH:8]=1. (5) Given the reactants [C:1](=O)([O-])[O-].[Cs+].[Cs+].[F:7][C:8]([F:23])([F:22])[C:9]1[CH:10]=[C:11]([C:16]2[CH:17]=[N:18][CH:19]=[CH:20][CH:21]=2)[C:12]([OH:15])=[N:13][CH:14]=1.[CH3:24][O:25][C:26](=[O:45])[CH2:27][CH2:28][C:29]1[CH:34]=[CH:33][C:32]([O:35][CH2:36][CH2:37][C@@H:38](OS(C)(=O)=O)[CH3:39])=[CH:31][CH:30]=1, predict the reaction product. The product is: [CH3:24][O:25][C:26](=[O:45])[CH2:27][CH2:28][C:29]1[CH:34]=[CH:33][C:32]([O:35][CH2:36][CH2:37][C@@H:38]([O:15][C:12]2[C:11]([C:16]3[CH:17]=[N:18][CH:19]=[CH:20][CH:21]=3)=[CH:10][C:9]([C:8]([F:7])([F:22])[F:23])=[CH:14][N:13]=2)[CH3:39])=[CH:31][C:30]=1[CH3:1]. (6) Given the reactants C1C=CC(P(C2C=CC=CC=2)C2C=CC=CC=2)=CC=1.[Cl:20][C:21]1[CH:22]=[CH:23][C:24]([I:31])=[C:25]([CH:30]=1)[CH2:26][N:27]=[N+]=[N-].O, predict the reaction product. The product is: [Cl:20][C:21]1[CH:22]=[CH:23][C:24]([I:31])=[C:25]([CH:30]=1)[CH2:26][NH2:27].